Predict the reactants needed to synthesize the given product. From a dataset of Full USPTO retrosynthesis dataset with 1.9M reactions from patents (1976-2016). (1) Given the product [CH:38]1[C:39]2[CH:27]([CH2:26][O:25][C:23]([N:6]3[CH2:7][CH2:8][NH:3][C@@H:4]([C:9]([OH:11])=[O:10])[CH2:5]3)=[O:24])[C:28]3[C:33](=[CH:32][CH:31]=[CH:30][CH:29]=3)[C:34]=2[CH:35]=[CH:36][CH:37]=1, predict the reactants needed to synthesize it. The reactants are: Cl.Cl.[NH:3]1[CH2:8][CH2:7][NH:6][CH2:5][C@@H:4]1[C:9]([OH:11])=[O:10].[OH-].[Na+].N1CCNCC1C(O)=O.[C:23](Cl)([O:25][CH2:26][CH:27]1[C:39]2[C:34](=[CH:35][CH:36]=[CH:37][CH:38]=2)[C:33]2[C:28]1=[CH:29][CH:30]=[CH:31][CH:32]=2)=[O:24].N1CCNCC1. (2) The reactants are: [Br:1][C:2]1[CH:3]=[C:4]([CH:8]=[O:9])[S:5][C:6]=1Br.C(=O)([O-])[O-].[K+].[K+].[CH3:16][O:17][C:18]1[CH:19]=[C:20]([SH:24])[CH:21]=[CH:22][CH:23]=1.O. Given the product [Br:1][C:2]1[CH:3]=[C:4]([CH:8]=[O:9])[S:5][C:6]=1[S:24][C:20]1[CH:21]=[CH:22][CH:23]=[C:18]([O:17][CH3:16])[CH:19]=1, predict the reactants needed to synthesize it. (3) Given the product [CH:1]([N:4]1[CH2:9][CH2:8][CH:7]([CH2:10][OH:11])[CH2:6][CH2:5]1)([CH3:3])[CH3:2], predict the reactants needed to synthesize it. The reactants are: [CH:1]([N:4]1[CH2:9][CH2:8][CH:7]([C:10](OCC)=[O:11])[CH2:6][CH2:5]1)([CH3:3])[CH3:2].[H-].[Al+3].[Li+].[H-].[H-].[H-].C(C(C(C([O-])=O)O)O)([O-])=O.[K+].[Na+]. (4) Given the product [CH3:25][O:24][C:7]1[CH:6]=[CH:5][C:4]2[N:3]=[C:2]([NH:48][C:44]3[CH:45]=[CH:46][CH:47]=[C:42]([O:41][CH2:40][CH2:39][N:36]4[CH2:35][CH2:34][NH:33][CH2:38][CH2:37]4)[CH:43]=3)[C:11]3=[N:12][NH:13][CH:14]=[C:10]3[C:9]=2[CH:8]=1, predict the reactants needed to synthesize it. The reactants are: Cl[C:2]1[C:11]2=[N:12][N:13](CC3C=CC(OC)=CC=3)[CH:14]=[C:10]2[C:9]2[CH:8]=[C:7]([O:24][CH3:25])[CH:6]=[CH:5][C:4]=2[N:3]=1.C(OC([N:33]1[CH2:38][CH2:37][N:36]([CH2:39][CH2:40][O:41][C:42]2[CH:47]=[CH:46][CH:45]=[C:44]([NH2:48])[CH:43]=2)[CH2:35][CH2:34]1)=O)(C)(C)C.Cl.